Dataset: Forward reaction prediction with 1.9M reactions from USPTO patents (1976-2016). Task: Predict the product of the given reaction. (1) Given the reactants [OH:1][C:2]1[CH:22]=[C:21]([OH:23])[CH:20]=[CH:19][C:3]=1[C:4]([NH:6][CH2:7][C:8]1N[CH:10]=[C:11]([C:13]2[CH:18]=[CH:17][N:16]=[CH:15][CH:14]=2)[N:12]=1)=[O:5].N1C=CC(C2N=C(CN)[O:33]C=2)=CC=1.N1C=CC(C2N=C(CN)NC=2)=CC=1, predict the reaction product. The product is: [OH:1][C:2]1[CH:22]=[C:21]([OH:23])[CH:20]=[CH:19][C:3]=1[C:4]([NH:6][CH2:7][C:8]1[O:33][CH:10]=[C:11]([C:13]2[CH:18]=[CH:17][N:16]=[CH:15][CH:14]=2)[N:12]=1)=[O:5]. (2) Given the reactants [CH3:1][C:2]1[CH:18]=[CH:17][C:5]([CH2:6][CH2:7][C:8]2[S:9][CH:10]=[CH:11][C:12]=2[S:13](Cl)(=[O:15])=[O:14])=[CH:4][CH:3]=1.[NH2:19][C:20]1[O:24][N:23]=[C:22]([CH3:25])[C:21]=1[Br:26], predict the reaction product. The product is: [Br:26][C:21]1[C:22]([CH3:25])=[N:23][O:24][C:20]=1[NH:19][S:13]([C:12]1[CH:11]=[CH:10][S:9][C:8]=1[CH2:7][CH2:6][C:5]1[CH:17]=[CH:18][C:2]([CH3:1])=[CH:3][CH:4]=1)(=[O:15])=[O:14]. (3) Given the reactants CCN(C(C)C)C(C)C.[CH:10]1[C:22]2[CH2:21][C:20]3[C:15](=[CH:16][CH:17]=[CH:18][CH:19]=3)[C:14]=2[CH:13]=[CH:12][C:11]=1[C:23]([OH:25])=O.C1C=CC2N(O)N=NC=2C=1.CCN=C=NCCCN(C)C.Cl.[NH2:48][CH2:49][C:50]([N:52]1[CH2:57][CH2:56][N:55]([C:58](=[O:69])[C:59]2[CH:64]=[CH:63][CH:62]=[CH:61][C:60]=2[C:65]([F:68])([F:67])[F:66])[CH2:54][CH2:53]1)=[O:51], predict the reaction product. The product is: [O:51]=[C:50]([N:52]1[CH2:53][CH2:54][N:55]([C:58](=[O:69])[C:59]2[CH:64]=[CH:63][CH:62]=[CH:61][C:60]=2[C:65]([F:68])([F:67])[F:66])[CH2:56][CH2:57]1)[CH2:49][NH:48][C:23]([C:11]1[CH:12]=[CH:13][C:14]2[C:15]3[C:20](=[CH:19][CH:18]=[CH:17][CH:16]=3)[CH2:21][C:22]=2[CH:10]=1)=[O:25]. (4) Given the reactants C(O[C:4]([C:6]1[C:7](=[O:40])[C:8]2[CH:13]=[N:12][C:11]([NH:14][C:15]3[CH:20]=[CH:19][C:18]([O:21][CH2:22][CH:23]([OH:28])[CH2:24][N:25]([CH3:27])[CH3:26])=[CH:17][CH:16]=3)=[N:10][C:9]=2[N:29]([C:31]2[CH:32]=[C:33]3[C:37](=[CH:38][CH:39]=2)[CH2:36][CH2:35][CH2:34]3)[CH:30]=1)=[O:5])C.[CH3:41][NH2:42], predict the reaction product. The product is: [CH3:41][NH:42][C:4]([C:6]1[C:7](=[O:40])[C:8]2[CH:13]=[N:12][C:11]([NH:14][C:15]3[CH:20]=[CH:19][C:18]([O:21][CH2:22][CH:23]([OH:28])[CH2:24][N:25]([CH3:26])[CH3:27])=[CH:17][CH:16]=3)=[N:10][C:9]=2[N:29]([C:31]2[CH:32]=[C:33]3[C:37](=[CH:38][CH:39]=2)[CH2:36][CH2:35][CH2:34]3)[CH:30]=1)=[O:5]. (5) Given the reactants [NH2:1][C:2]1[S:3][C:4]2[CH:10]=[C:9]([C:11](OCC)=[O:12])[CH:8]=[CH:7][C:5]=2[N:6]=1.[H-].[H-].[H-].[H-].[Li+].[Al+3].O.[OH-].[Na+], predict the reaction product. The product is: [NH2:1][C:2]1[S:3][C:4]2[CH:10]=[C:9]([CH2:11][OH:12])[CH:8]=[CH:7][C:5]=2[N:6]=1. (6) Given the reactants [CH3:1][C:2]1[CH:3]=[C:4]([C:12]2[CH:17]=[C:16]([C:18]([F:21])([F:20])[F:19])[N:15]=[C:14]([N:22]3[CH:26]=[C:25]([Sn](CCCC)(CCCC)CCCC)[N:24]=[CH:23]3)[N:13]=2)[CH:5]=[CH:6][C:7]=1[C:8]([F:11])([F:10])[F:9].[CH3:40][C:41]([NH:44][S:45]([C:48]1[S:52][C:51](Br)=[CH:50][CH:49]=1)(=[O:47])=[O:46])([CH3:43])[CH3:42].CCCCCCC, predict the reaction product. The product is: [C:41]([NH:44][S:45]([C:48]1[S:52][C:51]([C:25]2[N:24]=[CH:23][N:22]([C:14]3[N:13]=[C:12]([C:4]4[CH:5]=[CH:6][C:7]([C:8]([F:11])([F:9])[F:10])=[C:2]([CH3:1])[CH:3]=4)[CH:17]=[C:16]([C:18]([F:21])([F:20])[F:19])[N:15]=3)[CH:26]=2)=[CH:50][CH:49]=1)(=[O:46])=[O:47])([CH3:43])([CH3:40])[CH3:42]. (7) Given the reactants [Cl:1][C:2]1[CH:3]=[C:4]([NH:17][C:18]2[N:23]=[CH:22][C:21]([N:24]3[CH2:29][CH2:28][N:27](C(OC(C)(C)C)=O)[CH2:26][C@@H:25]3[CH3:37])=[CH:20][CH:19]=2)[C:5](=[O:16])[N:6](COCC[Si](C)(C)C)[N:7]=1.Cl, predict the reaction product. The product is: [Cl:1][C:2]1[CH:3]=[C:4]([NH:17][C:18]2[CH:19]=[CH:20][C:21]([N:24]3[CH2:29][CH2:28][NH:27][CH2:26][C@@H:25]3[CH3:37])=[CH:22][N:23]=2)[C:5](=[O:16])[NH:6][N:7]=1. (8) Given the reactants [CH:1]1([C:4]2[CH:5]=[CH:6][C:7]([C:15]([OH:17])=O)=[N:8][C:9]=2[O:10][CH2:11][CH:12]2[CH2:14][CH2:13]2)[CH2:3][CH2:2]1.[NH2:18][C:19]([CH3:27])([CH2:23][CH:24]([CH3:26])[CH3:25])[C:20]([NH2:22])=[O:21], predict the reaction product. The product is: [NH2:22][C:20](=[O:21])[C:19]([NH:18][C:15](=[O:17])[C:7]1[CH:6]=[CH:5][C:4]([CH:1]2[CH2:2][CH2:3]2)=[C:9]([O:10][CH2:11][CH:12]2[CH2:13][CH2:14]2)[N:8]=1)([CH3:27])[CH2:23][CH:24]([CH3:26])[CH3:25]. (9) Given the reactants [Cl:1][C:2]1[CH:26]=[CH:25][CH:24]=[CH:23][C:3]=1[CH2:4][NH:5][C:6]1[N:11]=[C:10]([NH:12][CH2:13][CH:14]2[CH2:19][CH2:18][NH:17][CH2:16][CH2:15]2)[C:9]([N+:20]([O-:22])=[O:21])=[CH:8][N:7]=1.NCC1CCC(C[NH:36][C:37]2C([N+]([O-])=O)=CN=C(NCC3C=CC=CC=3Cl)[N:38]=2)CC1, predict the reaction product. The product is: [Cl:1][C:2]1[CH:26]=[CH:25][CH:24]=[CH:23][C:3]=1[CH2:4][NH:5][C:6]1[N:11]=[C:10]([NH:12][CH2:13][CH:14]2[CH2:15][CH2:16][N:17]([C:37]([NH2:38])=[NH:36])[CH2:18][CH2:19]2)[C:9]([N+:20]([O-:22])=[O:21])=[CH:8][N:7]=1.